Dataset: Reaction yield outcomes from USPTO patents with 853,638 reactions. Task: Predict the reaction yield, written as a fraction of the theoretical maximum amount of product (1.0 means a 100% yield; for example, 0.34 means a 34% yield). (1) The reactants are [BH4-].[Na+].[CH3:3][O:4][C:5]1[CH:6]=[C:7]2[C:12](=[CH:13][CH:14]=1)[C:11]([C:15]1[CH:20]=[CH:19][CH:18]=[CH:17][CH:16]=1)=[N:10][CH2:9][CH2:8]2. The catalyst is CO. The product is [CH3:3][O:4][C:5]1[CH:6]=[C:7]2[C:12](=[CH:13][CH:14]=1)[CH:11]([C:15]1[CH:20]=[CH:19][CH:18]=[CH:17][CH:16]=1)[NH:10][CH2:9][CH2:8]2. The yield is 0.880. (2) The reactants are [C:1]1(C)C=CC(S(O)(=O)=O)=CC=1.[NH:12]([C:14]([C:16]1[CH:24]=[CH:23][C:19]([C:20]([OH:22])=[O:21])=[CH:18][CH:17]=1)=[O:15])[NH2:13].C(OC(OCC)OCC)C. The catalyst is O. The product is [O:15]1[CH:1]=[N:13][N:12]=[C:14]1[C:16]1[CH:24]=[CH:23][C:19]([C:20]([OH:22])=[O:21])=[CH:18][CH:17]=1. The yield is 0.379. (3) The reactants are [Br:1][C:2]1[CH:3]=[N:4][NH:5][CH:6]=1.C(N(CC)CC)C.[C:14](Cl)([C:27]1[CH:32]=[CH:31][CH:30]=[CH:29][CH:28]=1)([C:21]1[CH:26]=[CH:25][CH:24]=[CH:23][CH:22]=1)[C:15]1[CH:20]=[CH:19][CH:18]=[CH:17][CH:16]=1.O. The catalyst is CN(C)C=O. The product is [Br:1][C:2]1[CH:3]=[N:4][N:5]([C:14]([C:15]2[CH:20]=[CH:19][CH:18]=[CH:17][CH:16]=2)([C:27]2[CH:28]=[CH:29][CH:30]=[CH:31][CH:32]=2)[C:21]2[CH:22]=[CH:23][CH:24]=[CH:25][CH:26]=2)[CH:6]=1. The yield is 0.870.